Dataset: Full USPTO retrosynthesis dataset with 1.9M reactions from patents (1976-2016). Task: Predict the reactants needed to synthesize the given product. (1) Given the product [CH3:20][C:9]1[S:8][C:7]2[C:5](=[O:6])[CH:4]([CH:1]([CH3:2])[CH3:3])[CH2:19][C:11]=2[C:10]=1[C:12]1[CH:13]=[CH:14][CH:15]=[CH:16][CH:17]=1, predict the reactants needed to synthesize it. The reactants are: [CH:1]([C:4](=[CH2:19])[C:5]([C:7]1[S:8][CH:9]=[C:10]([C:12]2[CH:17]=[C:16](C)[CH:15]=[CH:14][CH:13]=2)[CH:11]=1)=[O:6])([CH3:3])[CH3:2].[CH3:20]S(O)(=O)=O.O=P12OP3(OP(OP(O3)(O1)=O)(=O)O2)=O. (2) Given the product [C:7]([O:10][C:11]1[CH:12]=[CH:13][C:14]([C:17](=[O:26])[NH:18][C:19]2[S:20][CH:21]=[C:22]([S:24]([CH3:25])=[O:1])[N:23]=2)=[CH:15][CH:16]=1)(=[O:9])[CH3:8], predict the reactants needed to synthesize it. The reactants are: [OH:1]OS([O-])=O.[K+].[C:7]([O:10][C:11]1[CH:16]=[CH:15][C:14]([C:17](=[O:26])[NH:18][C:19]2[S:20][CH:21]=[C:22]([S:24][CH3:25])[N:23]=2)=[CH:13][CH:12]=1)(=[O:9])[CH3:8]. (3) The reactants are: CC(C)([O-])C.[K+].[C:7]([C:10]1[CH:15]=[CH:14][CH:13]=[CH:12][CH:11]=1)(=O)[CH3:8].[C:16](OCC)(=O)[C:17]([O:19][CH2:20][CH3:21])=[O:18].O.[NH2:27][NH2:28]. Given the product [C:10]1([C:7]2[CH:8]=[C:16]([C:17]([O:19][CH2:20][CH3:21])=[O:18])[NH:28][N:27]=2)[CH:15]=[CH:14][CH:13]=[CH:12][CH:11]=1, predict the reactants needed to synthesize it. (4) The reactants are: F[C:2]1[CH:7]=[CH:6][C:5]([C:8]#N)=[CH:4][C:3]=1[C:10]([C:12]1[CH:17]=[CH:16][C:15]([F:18])=[CH:14][CH:13]=1)=O.[OH2:19].[NH2:20][NH2:21].NN.[OH2:24]. Given the product [F:18][C:15]1[CH:16]=[CH:17][C:12]([C:10]2[C:3]3[C:2](=[CH:7][CH:6]=[C:5]([C:8]([OH:24])=[O:19])[CH:4]=3)[NH:21][N:20]=2)=[CH:13][CH:14]=1, predict the reactants needed to synthesize it. (5) Given the product [Cl:1][C:2]1[CH:10]=[CH:9][CH:8]=[CH:7][C:3]=1[C:4]([NH:20][CH2:19][CH:18]([CH:15]1[CH2:16][CH2:17][C:12]([F:28])([F:11])[CH2:13][CH2:14]1)[C:21]1[CH:22]=[N:23][C:24]([CH3:27])=[N:25][CH:26]=1)=[O:6], predict the reactants needed to synthesize it. The reactants are: [Cl:1][C:2]1[CH:10]=[CH:9][CH:8]=[CH:7][C:3]=1[C:4]([OH:6])=O.[F:11][C:12]1([F:28])[CH2:17][CH2:16][CH:15]([CH:18]([C:21]2[CH:22]=[N:23][C:24]([CH3:27])=[N:25][CH:26]=2)[CH2:19][NH2:20])[CH2:14][CH2:13]1. (6) Given the product [F:19][C:20]1[CH:28]=[CH:27][CH:26]=[C:25]([F:29])[C:21]=1[C:22]([NH:17][C:14]1[CH:13]=[N:12][C:11]([C:9]2[C:8]([CH3:18])=[CH:7][C:6]3[C:2]([CH3:1])=[N:3][O:4][C:5]=3[CH:10]=2)=[CH:16][N:15]=1)=[O:23], predict the reactants needed to synthesize it. The reactants are: [CH3:1][C:2]1[C:6]2[CH:7]=[C:8]([CH3:18])[C:9]([C:11]3[N:12]=[CH:13][C:14]([NH2:17])=[N:15][CH:16]=3)=[CH:10][C:5]=2[O:4][N:3]=1.[F:19][C:20]1[CH:28]=[CH:27][CH:26]=[C:25]([F:29])[C:21]=1[C:22](Cl)=[O:23].CCN(C(C)C)C(C)C.C([O-])(O)=O.[Na+].C(Cl)Cl. (7) Given the product [CH2:8]([O:10][C:11]([C@H:12]1[CH2:13][CH2:14][C:15]([C:16]2[CH:21]=[CH:20][C:19]([F:22])=[C:18]([F:23])[CH:17]=2)=[N:25]1)=[O:33])[CH3:9], predict the reactants needed to synthesize it. The reactants are: Cl.C(OCC)(=O)C.[CH2:8]([O:10][C:11](=[O:33])[C@H:12]([NH:25]C(OC(C)(C)C)=O)[CH2:13][CH2:14][C:15](=O)[C:16]1[CH:21]=[CH:20][C:19]([F:22])=[C:18]([F:23])[CH:17]=1)[CH3:9]. (8) Given the product [Br:11][CH2:10][C:9]([NH:8][CH:1]1[CH2:2][CH2:7][O:16][CH2:15][CH2:14]1)=[O:12], predict the reactants needed to synthesize it. The reactants are: [CH2:1]([NH:8][C:9](=[O:12])[CH2:10][Br:11])[C:2]1[CH:7]=CC=CC=1.Br[CH2:14][C:15](O)=[O:16].NC1CCOCC1.C(Cl)Cl.CO. (9) The reactants are: C[O:2][C:3]([C@@H:5]1[C:11]2[CH:12]=[C:13]([Cl:16])[CH:14]=[CH:15][C:10]=2[O:9][C:8]2[CH:17]=[CH:18][CH:19]=[CH:20][C:7]=2[C@H:6]1[CH2:21][N+:22]([O-])=O)=O.[H-].[H-].[H-].[H-].[Li+].[Al+3].C1COCC1.C1(C)C=CC=CC=1. Given the product [NH2:22][CH2:21][C@H:6]1[C@H:5]([CH2:3][OH:2])[C:11]2[CH:12]=[C:13]([Cl:16])[CH:14]=[CH:15][C:10]=2[O:9][C:8]2[CH:17]=[CH:18][CH:19]=[CH:20][C:7]1=2, predict the reactants needed to synthesize it.